This data is from Forward reaction prediction with 1.9M reactions from USPTO patents (1976-2016). The task is: Predict the product of the given reaction. Given the reactants [CH3:1][N:2]1[C:6](/[C:7](=[N:14]\[O:15][CH2:16][N:17]2[CH:21]=[CH:20][C:19]([N+:22]([O-])=O)=[N:18]2)/[C:8]2[CH:13]=[CH:12][CH:11]=[CH:10][CH:9]=2)=[N:5][C:4](=[O:25])[O:3]1, predict the reaction product. The product is: [NH2:22][C:19]1[CH:20]=[CH:21][N:17]([CH2:16][O:15]/[N:14]=[C:7](/[C:8]2[CH:13]=[CH:12][CH:11]=[CH:10][CH:9]=2)\[C:6]2[N:2]([CH3:1])[O:3][C:4](=[O:25])[N:5]=2)[N:18]=1.